From a dataset of Full USPTO retrosynthesis dataset with 1.9M reactions from patents (1976-2016). Predict the reactants needed to synthesize the given product. (1) Given the product [CH:1]1([CH:7]([OH:21])[CH2:8][CH:9]2[C:17]3[C:12](=[CH:13][CH:14]=[CH:15][CH:16]=3)[C:11]3=[CH:18][N:19]=[CH:20][N:10]23)[CH2:6][CH2:5][CH2:4][CH2:3][CH2:2]1, predict the reactants needed to synthesize it. The reactants are: [CH:1]1([C:7](=[O:21])[CH2:8][CH:9]2[C:17]3[C:12](=[CH:13][CH:14]=[CH:15][CH:16]=3)[C:11]3=[CH:18][N:19]=[CH:20][N:10]23)[CH2:6][CH2:5][CH2:4][CH2:3][CH2:2]1.[BH4-].[Na+]. (2) Given the product [N:11]1([C:9]([O:8][CH2:1][C:2]2[CH:3]=[CH:4][CH:5]=[CH:6][CH:7]=2)=[O:10])[CH2:39][CH2:38][CH:30]([C:31]([O:33][C:34]([CH3:37])([CH3:36])[CH3:35])=[O:32])[N:12]1[C:13]([O:15][CH2:16][C:17]1[CH:22]=[CH:21][CH:20]=[CH:19][CH:18]=1)=[O:14], predict the reactants needed to synthesize it. The reactants are: [CH2:1]([O:8][C:9]([NH:11][NH:12][C:13]([O:15][CH2:16][C:17]1[CH:22]=[CH:21][CH:20]=[CH:19][CH:18]=1)=[O:14])=[O:10])[C:2]1[CH:7]=[CH:6][CH:5]=[CH:4][CH:3]=1.C(=O)([O-])[O-].[Cs+].[Cs+].Br[CH:30]([CH2:38][CH2:39]Br)[C:31]([O:33][C:34]([CH3:37])([CH3:36])[CH3:35])=[O:32].